Dataset: Forward reaction prediction with 1.9M reactions from USPTO patents (1976-2016). Task: Predict the product of the given reaction. (1) Given the reactants [Cl:1][C:2]1[C:3]([NH:23][C:24]2[CH:28]=[C:27]([CH3:29])[NH:26][N:25]=2)=[N:4][C:5]([NH:8][C:9]2[CH:14]=[C:13]([CH3:15])[C:12]([CH:16]3[CH2:21][CH2:20][NH:19][CH2:18][CH2:17]3)=[CH:11][C:10]=2[F:22])=[N:6][CH:7]=1.C(N(CC)CC)C.Cl[C:38]1[N:43]=[CH:42][C:41]([CH2:44][CH3:45])=[CH:40][N:39]=1, predict the reaction product. The product is: [Cl:1][C:2]1[C:3]([NH:23][C:24]2[CH:28]=[C:27]([CH3:29])[NH:26][N:25]=2)=[N:4][C:5]([NH:8][C:9]2[CH:14]=[C:13]([CH3:15])[C:12]([CH:16]3[CH2:17][CH2:18][N:19]([C:38]4[N:43]=[CH:42][C:41]([CH2:44][CH3:45])=[CH:40][N:39]=4)[CH2:20][CH2:21]3)=[CH:11][C:10]=2[F:22])=[N:6][CH:7]=1. (2) Given the reactants [CH2:1]([O:4][C:5]([N:7]1[C@:11]2([C@@H:16]([F:17])[CH2:15][C@@H:14]3[C@H:12]2[C@H:13]3[C:18]([OH:20])=[O:19])[C:10](=[O:21])[O:9][CH2:8]1)=[O:6])[CH:2]=[CH2:3].C(=O)([O-])[O-].[Cs+].[Cs+].S(C1C=CC(C)=CC=1)(O[CH2:32][CH3:33])(=O)=O.O, predict the reaction product. The product is: [F:17][C@@H:16]1[C@@:11]2([C:10](=[O:21])[O:9][CH2:8][N:7]2[C:5]([O:4][CH2:1][CH:2]=[CH2:3])=[O:6])[C@H:12]2[C@H:14]([C@@H:13]2[C:18]([O:20][CH2:32][CH3:33])=[O:19])[CH2:15]1. (3) Given the reactants CN(C(ON1N=NC2C=CC=NC1=2)=[N+](C)C)C.F[P-](F)(F)(F)(F)F.[NH2:25][C:26]1[C:27]([C:36]([OH:38])=O)=[CH:28][C:29]2[C:34]([CH:35]=1)=[CH:33][CH:32]=[CH:31][CH:30]=2.Cl.[C:40]1([CH2:46][NH:47][C@H:48]([C:56]([O:58][CH3:59])=[O:57])[CH2:49][C:50]2[CH:55]=[CH:54][CH:53]=[CH:52][CH:51]=2)[CH:45]=[CH:44][CH:43]=[CH:42][CH:41]=1.C(N(C(C)C)CC)(C)C, predict the reaction product. The product is: [NH2:25][C:26]1[C:27]([C:36]([N:47]([CH2:46][C:40]2[CH:45]=[CH:44][CH:43]=[CH:42][CH:41]=2)[C@H:48]([C:56]([O:58][CH3:59])=[O:57])[CH2:49][C:50]2[CH:55]=[CH:54][CH:53]=[CH:52][CH:51]=2)=[O:38])=[CH:28][C:29]2[C:34]([CH:35]=1)=[CH:33][CH:32]=[CH:31][CH:30]=2. (4) The product is: [CH3:14][O:13][CH:12]([O:15][CH3:16])[CH2:11][S:9][C:6]1[CH:7]=[CH:8][C:3]([CH2:1][CH3:2])=[CH:4][CH:5]=1. Given the reactants [CH2:1]([C:3]1[CH:8]=[CH:7][C:6]([SH:9])=[CH:5][CH:4]=1)[CH3:2].Br[CH2:11][CH:12]([O:15][CH3:16])[O:13][CH3:14].CO.C[O-].[Na+], predict the reaction product. (5) The product is: [C:1]1([C:10]([OH:12])=[O:11])[CH:2]=[CH:3][N:4]2[C:9]=1[CH:8]=[CH:7][CH:6]=[CH:5]2. Given the reactants [C:1]1([C:10]([O:12]CC)=[O:11])[CH:2]=[CH:3][N:4]2[C:9]=1[CH:8]=[CH:7][CH:6]=[CH:5]2.[OH-].[Na+], predict the reaction product. (6) Given the reactants [Cl:1][C:2]1[CH:7]=[CH:6][C:5]([NH2:8])=[CH:4][C:3]=1[C:9]1[O:10][C:11]2[CH:17]=[CH:16][CH:15]=[C:14]([Cl:18])[C:12]=2[N:13]=1.[F:19][C:20]([F:31])([F:30])[C:21]1[CH:29]=[CH:28][CH:27]=[CH:26][C:22]=1[C:23](Cl)=[O:24], predict the reaction product. The product is: [Cl:1][C:2]1[CH:7]=[CH:6][C:5]([NH:8][C:23](=[O:24])[C:22]2[CH:26]=[CH:27][CH:28]=[CH:29][C:21]=2[C:20]([F:19])([F:30])[F:31])=[CH:4][C:3]=1[C:9]1[O:10][C:11]2[CH:17]=[CH:16][CH:15]=[C:14]([Cl:18])[C:12]=2[N:13]=1. (7) The product is: [C:1]([O:5][C:6]([N:8]1[CH2:12][CH2:11][CH2:10][CH:9]1[CH2:13][O:14][C:15]1[CH:20]=[CH:19][C:18]([O:21][CH2:22][C:23]#[C:24][C:26]2[CH:33]=[CH:32][C:29]([CH2:30][OH:31])=[CH:28][CH:27]=2)=[CH:17][CH:16]=1)=[O:7])([CH3:3])([CH3:2])[CH3:4]. Given the reactants [C:1]([O:5][C:6]([N:8]1[CH2:12][CH2:11][CH2:10][CH:9]1[CH2:13][O:14][C:15]1[CH:20]=[CH:19][C:18]([O:21][CH2:22][C:23]#[CH:24])=[CH:17][CH:16]=1)=[O:7])([CH3:4])([CH3:3])[CH3:2].I[C:26]1[CH:33]=[CH:32][C:29]([CH2:30][OH:31])=[CH:28][CH:27]=1.N1CCCC1, predict the reaction product. (8) Given the reactants [N:1]1([CH2:6][CH2:7][O:8][C:9]2[CH:14]=[CH:13][C:12]([NH2:15])=[CH:11][CH:10]=2)[CH2:5][CH2:4][CH2:3][CH2:2]1.[F:16][C:17]1[CH:18]=[C:19]2[C:23](=[CH:24][CH:25]=1)[NH:22][C:21](=[O:26])[C:20]2=[CH:27]O, predict the reaction product. The product is: [F:16][C:17]1[CH:18]=[C:19]2[C:23](=[CH:24][CH:25]=1)[NH:22][C:21](=[O:26])[C:20]2=[CH:27][NH:15][C:12]1[CH:11]=[CH:10][C:9]([O:8][CH2:7][CH2:6][N:1]2[CH2:5][CH2:4][CH2:3][CH2:2]2)=[CH:14][CH:13]=1.